Dataset: Forward reaction prediction with 1.9M reactions from USPTO patents (1976-2016). Task: Predict the product of the given reaction. (1) Given the reactants [C:1]1([CH:7]([OH:9])[CH3:8])[CH:6]=[CH:5][CH:4]=[CH:3][CH:2]=1.C(OC(C)=C)(=O)C.C1([C@H](O)C)C=CC=CC=1, predict the reaction product. The product is: [C:1]1([C@@H:7]([OH:9])[CH3:8])[CH:6]=[CH:5][CH:4]=[CH:3][CH:2]=1. (2) Given the reactants [C:1](N1C=CN=C1)(N1C=CN=C1)=[S:2].[C:13]1([NH:19][CH2:20][CH2:21][NH2:22])[CH:18]=[CH:17][CH:16]=[CH:15][CH:14]=1.C(Cl)Cl, predict the reaction product. The product is: [C:13]1([N:19]2[CH2:20][CH2:21][NH:22][C:1]2=[S:2])[CH:18]=[CH:17][CH:16]=[CH:15][CH:14]=1. (3) Given the reactants C([O:3][C:4](=[O:40])[CH2:5][N:6]([S:32]([N:35]([CH3:39])[CH2:36][C:37]#[CH:38])(=[O:34])=[O:33])[CH2:7][C:8]1[CH:13]=[CH:12][CH:11]=[C:10]([O:14][CH2:15][C:16]2[N:17]=[C:18]([C:22]3[CH:27]=[CH:26][C:25]([C:28]([F:31])([F:30])[F:29])=[CH:24][CH:23]=3)[O:19][C:20]=2[CH3:21])[CH:9]=1)C.O.[OH-].[Li+], predict the reaction product. The product is: [CH3:39][N:35]([S:32]([N:6]([CH2:5][C:4]([OH:40])=[O:3])[CH2:7][C:8]1[CH:13]=[CH:12][CH:11]=[C:10]([O:14][CH2:15][C:16]2[N:17]=[C:18]([C:22]3[CH:23]=[CH:24][C:25]([C:28]([F:29])([F:31])[F:30])=[CH:26][CH:27]=3)[O:19][C:20]=2[CH3:21])[CH:9]=1)(=[O:33])=[O:34])[CH2:36][C:37]#[CH:38]. (4) Given the reactants [CH:1]1([CH2:7][OH:8])[CH2:6][CH2:5][CH2:4][CH2:3][CH2:2]1.[F:9][C:10]1[CH:15]=[CH:14][C:13]([S:16]([C@@:19]2([C:37]3[CH:42]=[CH:41][C:40]([C:43](O)([C:48]([F:51])([F:50])[F:49])[C:44]([F:47])([F:46])[F:45])=[CH:39][CH:38]=3)[CH2:23][CH2:22][N:21]([C:24]([N:26]3[CH2:31][CH2:30][CH:29]([C:32]([O:34][CH2:35][CH3:36])=[O:33])[CH2:28][CH2:27]3)=[O:25])[CH2:20]2)(=[O:18])=[O:17])=[CH:12][CH:11]=1.C1(P(C2C=CC=CC=2)C2C=CC=CC=2)C=CC=CC=1.CN(C)C(N=NC(N(C)C)=O)=O, predict the reaction product. The product is: [CH:1]1([CH2:7][O:8][C:43]([C:40]2[CH:39]=[CH:38][C:37]([C@:19]3([S:16]([C:13]4[CH:12]=[CH:11][C:10]([F:9])=[CH:15][CH:14]=4)(=[O:17])=[O:18])[CH2:23][CH2:22][N:21]([C:24]([N:26]4[CH2:31][CH2:30][CH:29]([C:32]([O:34][CH2:35][CH3:36])=[O:33])[CH2:28][CH2:27]4)=[O:25])[CH2:20]3)=[CH:42][CH:41]=2)([C:44]([F:47])([F:46])[F:45])[C:48]([F:49])([F:51])[F:50])[CH2:6][CH2:5][CH2:4][CH2:3][CH2:2]1. (5) Given the reactants [C:1]([O:5][C:6]([NH:8][C:9]1[CH:14]=[CH:13][C:12]([S:15][C:16]2[CH:24]=[CH:23][C:19]([C:20]([OH:22])=O)=[CH:18][C:17]=2[NH:25][C:26]2[C:27]3[CH:35]=[CH:34][C:33]([CH:36]([CH3:38])[CH3:37])=[N:32][C:28]=3[N:29]=[CH:30][N:31]=2)=[CH:11][CH:10]=1)=[O:7])([CH3:4])([CH3:3])[CH3:2].[NH:39]1[CH2:44][CH2:43][NH:42][CH2:41][CH2:40]1.CN(C(ON1N=NC2C=CC=NC1=2)=[N+](C)C)C.F[P-](F)(F)(F)(F)F.CCN(C(C)C)C(C)C, predict the reaction product. The product is: [CH:36]([C:33]1[CH:34]=[CH:35][C:27]2[C:26]([NH:25][C:17]3[CH:18]=[C:19]([C:20]([N:39]4[CH2:44][CH2:43][NH:42][CH2:41][CH2:40]4)=[O:22])[CH:23]=[CH:24][C:16]=3[S:15][C:12]3[CH:13]=[CH:14][C:9]([NH:8][C:6](=[O:7])[O:5][C:1]([CH3:3])([CH3:4])[CH3:2])=[CH:10][CH:11]=3)=[N:31][CH:30]=[N:29][C:28]=2[N:32]=1)([CH3:38])[CH3:37]. (6) Given the reactants C([O:8][C:9]1[C:10]([C:29]2[CH:30]=[CH:31][C:32]3[O:37][CH2:36][CH2:35][CH2:34][C:33]=3[CH:38]=2)=[C:11]([CH:19]([O:24][C:25]([CH3:28])([CH3:27])[CH3:26])[C:20]([O:22][CH3:23])=[O:21])[C:12]([C:15]([F:18])([F:17])[F:16])=[CH:13][CH:14]=1)C1C=CC=CC=1, predict the reaction product. The product is: [C:25]([O:24][CH:19]([C:11]1[C:12]([C:15]([F:18])([F:17])[F:16])=[CH:13][CH:14]=[C:9]([OH:8])[C:10]=1[C:29]1[CH:30]=[CH:31][C:32]2[O:37][CH2:36][CH2:35][CH2:34][C:33]=2[CH:38]=1)[C:20]([O:22][CH3:23])=[O:21])([CH3:28])([CH3:26])[CH3:27].